Binary Classification. Given a miRNA mature sequence and a target amino acid sequence, predict their likelihood of interaction. From a dataset of Experimentally validated miRNA-target interactions with 360,000+ pairs, plus equal number of negative samples. (1) The miRNA is mmu-miR-1b-5p with sequence UACAUACUUCUUUACAUUCCA. The protein sequence of the target gene is MAPAKKREKDSNPDGSAANGIIGLTHGAPDASNAGSTVPPTAEGQVKLNGHQQEQELFLQAFEKPTQIYRYLRNRHETNPIFLNRTLSYMKERMSRNNKKRISFQVNSMLESITQKSEAVSQNYLHVIYDSLHEKLPARLDNESGEDLLQEQLLCEAGESVSVETTLYKITRSKRKDSTLDFQELLSKCSQIVYNPKDRVGEHATISIPLQTMRPMGEQHTLYKLLFRIKVLSPSTCNDENAETPPNKRSRPNEKMFGSELILYEKSSGFITEGEYEAMLQPLNSTSIKSFSPKKCTWET.... Result: 0 (no interaction). (2) The miRNA is mmu-miR-758-3p with sequence UUUGUGACCUGGUCCACUA. The protein sequence of the target gene is MADSAVPCSLGPSTRASSTHRDATGTKQTRALKRGDASKRQAELEAAIQRKVEFERKAVRIVEQLLEENITEEFLKECGMFITPAHYSDVVDERSIIKLCGYPLCQKKLGVIPKQKYRISTKTNKVYDITERKSFCSNFCYRASKFFETQIPKTPVWVREEERPPDFQLLKKGQSGSSGEVVQFFRDAVTAADVDGSGALEAQCDPASSSSWSERASDEEEQGFVSSLLPGNRPKAVDTRPQPHTKSSIMRKKAAQNVDSKEGEQTVSEVTEQLDNCRLDSQEKVATCKRPLKKESTQIS.... Result: 1 (interaction). (3) The miRNA is hsa-miR-3115 with sequence AUAUGGGUUUACUAGUUGGU. The protein sequence of the target gene is MYSLNQEIKAFSRNNLRKQCTRVTTLTGKKIIETWKDARIHVVEEVEPSSGGGCGYVQDLSSDLQVGVIKPWLLLGSQDAAHDLDTLKKNKVTHILNVAYGVENAFLSDFTYKSISILDLPETNILSYFPECFEFIEEAKRKDGVVLVHCNAGVSRAAAIVIGFLMNSEQTSFTSAFSLVKNARPSICPNSGFMEQLRTYQEGKESNKCDRIQENSS. Result: 0 (no interaction). (4) The miRNA is hsa-miR-155-5p with sequence UUAAUGCUAAUCGUGAUAGGGGUU. The protein sequence of the target gene is MAELDPFGAPAGAPGGPALGNGVAGAGEEDPAAAFLAQQESEIAGIENDEAFAILDGGAPGPQPHGEPPGGPDAVDGVMNGEYYQESNGPTDSYAAISQVDRLQSEPESIRKWREEQMERLEALDANSRKQEAEWKEKAIKELEEWYARQDEQLQKTKANNRVADEAFYKQPFADVIGYVTNINHPCYSLEQAAEEAFVNDIDESSPGTEWERVARLCDFNPKSSKQAKDVSRMRSVLISLKQAPLVH. Result: 1 (interaction). (5) The miRNA is hsa-miR-432-3p with sequence CUGGAUGGCUCCUCCAUGUCU. The protein sequence of the target gene is MATSAPLRSLEEEVTCSICLDYLRDPVTIDCGHVFCRSCTTDVRPISGSRPVCPLCKKPFKKENIRPVWQLASLVENIERLKVDKGRQPGEVTREQQDAKLCERHREKLHYYCEDDGKLLCVMCRESREHRPHTAVLMEKAAQPHREKILNHLSTLRRDRDKIQGFQAKGEADILAALKKLQDQRQYIVAEFEQGHQFLREREEHLLEQLAKLEQELTEGREKFKSRGVGELARLALVISELEGKAQQPAAELMQDTRDFLNRYPRKKFWVGKPIARVVKKKTGEFSDKLLSLQRGLREF.... Result: 0 (no interaction). (6) The miRNA is hsa-miR-6765-3p with sequence UCACCUGGCUGGCCCGCCCAG. The protein sequence of the target gene is MESTGSVGEAPGGPRVLVVGGGIAGLGAAQRLCGHSAFPHLRVLEATARAGGRIRSERCFGGVVEVGAHWIHGPSRGNPVFQLAAEYGLLGEKELSQENQLVETGGHVGLPSVSYASSGASVSLQLVAEMATLFYGLIDQTREFLHAAETPVPSVGEYLKKEIGQHVAGWTEDEETRKLKLAVLNSFFNLECCVSGTHSMDLVALAPFGEYTVLPGLDCTFSKGYQGLTNCMMAALPEDTVVFEKPVKTIHWNGSFQEAAFPGETFPVSVECEDGDRFPAHHVIVTVPLGFLREHLDTFF.... Result: 0 (no interaction). (7) The miRNA is mmu-miR-3081-3p with sequence UUGCGCUCCGAUCUCUGAGCUGG. The protein sequence of the target gene is MPSDRPFKQRRSFADRCKEVQQIRDQHPSKIPVIIERYKGEKQLPVLDKTKFLVPDHVNMSELVKIIRRRLQLNPTQAFFLLVNQHSMVSVSTPIADIYEQEKDEDGFLYMVYASQETFGF. Result: 0 (no interaction). (8) The miRNA is hsa-miR-373-5p with sequence ACUCAAAAUGGGGGCGCUUUCC. The protein sequence of the target gene is MHSAGTPGLSSRRTGNSTSFQPGPPPPPRLLLLLLLLLSLVSRVPAQPAAFGRALLSPGLAGAAGVPAEEAIVLANRGLRVPFGREVWLDPLHDLVLQVQPGDRCAVSVLDNDALAQRPGRLSPKRFPCDFGPGEVRYSHLGARSPSRDRVRLQLRYDAPGGAVVLPLVLEVEVVFTQLEVVTRNLPLVVEELLGTSNALDARSLEFAFQPETEECRVGILSGLGALPRYGELLHYPQVPGGAREGGAPETLLMDCKAFQELGVRYRHTAASRSPNRDWIPMVVELRSRGAPVGSPALKR.... Result: 1 (interaction). (9) The miRNA is hsa-miR-324-3p with sequence CCCACUGCCCCAGGUGCUGCUGG. The protein sequence of the target gene is MSSLPGCIGLDAATATVESEEIAELQQAVVEELGISMEELRHFIDEELEKMDCVQQRKKQLAELETWVIQKESEVAHVDQLFDDASRAVTNCESLVKDFYSKLGLQYRDSSSEDESSRPTEIIEIPDEDDDVLSIDSGDAGSRTPKDQKLREAMAALRKSAQDVQKFMDAVNKKSSSQDLHKGTLSQMSGELSKDGDLIVSMRILGKKRTKTWHKGTLIAIQTVGPGKKYKVKFDNKGKSLLSGNHIAYDYHPPADKLYVGSRVVAKYKDGNQVWLYAGIVAETPNVKNKLRFLIFFDDG.... Result: 1 (interaction). (10) The miRNA is mmu-miR-132-3p with sequence UAACAGUCUACAGCCAUGGUCG. The protein sequence of the target gene is MPEDQAHAAMEEASPYSLLDICLSFLTTNLEKFCSARQDGTLCLQEPGVFPQEVADRLLQTIAFHGLLNDGTVGIFRGNQMRLKRACIRKAKISAVAFRKAFCHHKLVELDATGVNADITITDIISGLGSNKWIQQNLQCLVLNSLTLSLEDPYERCFSRLSGLRALSITNVLFYNEDLAEVASLPRLESLDISNTSITDITALLACKDRLKSLTMHHLKCLKMTTTQILDVVRELKHLNHLDISDDKQFTSDIALRLLEQKDILPNLVSLDVSGRKHVTDKAVEAFIQQRPSMQFVGLL.... Result: 1 (interaction).